From a dataset of Catalyst prediction with 721,799 reactions and 888 catalyst types from USPTO. Predict which catalyst facilitates the given reaction. (1) Reactant: [Cl:1][C:2]1[CH:3]=[CH:4][C:5]2[N:11]=[C:10](Cl)[C:9]3=[CH:13][C:14]([CH3:16])=[CH:15][N:8]3[CH2:7][C:6]=2[CH:17]=1.Cl.[CH3:19][C:20]([CH3:32])([CH2:25][N:26]1[CH2:31][CH2:30][NH:29][CH2:28][CH2:27]1)[C:21]([O:23][CH3:24])=[O:22].C(=O)([O-])[O-].[K+].[K+]. Product: [Cl:1][C:2]1[CH:3]=[CH:4][C:5]2[N:11]=[C:10]([N:29]3[CH2:28][CH2:27][N:26]([CH2:25][C:20]([CH3:32])([CH3:19])[C:21]([O:23][CH3:24])=[O:22])[CH2:31][CH2:30]3)[C:9]3=[CH:13][C:14]([CH3:16])=[CH:15][N:8]3[CH2:7][C:6]=2[CH:17]=1. The catalyst class is: 10. (2) Reactant: [NH2:1][CH2:2][C@H:3]1[C@H:9]([C:10]2[CH:15]=[CH:14][C:13]([Cl:16])=[C:12]([Cl:17])[CH:11]=2)[O:8][CH2:7][CH2:6][N:5]([C:18]([O:20][C:21]([CH3:24])([CH3:23])[CH3:22])=[O:19])[CH2:4]1.C(N(CC)CC)C.[C:32](Cl)(=[O:34])[CH3:33]. Product: [C:32]([NH:1][CH2:2][C@H:3]1[C@H:9]([C:10]2[CH:15]=[CH:14][C:13]([Cl:16])=[C:12]([Cl:17])[CH:11]=2)[O:8][CH2:7][CH2:6][N:5]([C:18]([O:20][C:21]([CH3:24])([CH3:23])[CH3:22])=[O:19])[CH2:4]1)(=[O:34])[CH3:33]. The catalyst class is: 1.